Dataset: TCR-epitope binding with 47,182 pairs between 192 epitopes and 23,139 TCRs. Task: Binary Classification. Given a T-cell receptor sequence (or CDR3 region) and an epitope sequence, predict whether binding occurs between them. (1) The TCR CDR3 sequence is CATQGPSEINTGELFF. Result: 1 (the TCR binds to the epitope). The epitope is YLQPRTFLL. (2) The epitope is IVTDFSVIK. The TCR CDR3 sequence is CSARDWDYEQYF. Result: 1 (the TCR binds to the epitope). (3) The epitope is SSNVANYQK. The TCR CDR3 sequence is CASTEHSGGKYF. Result: 0 (the TCR does not bind to the epitope). (4) The epitope is KLSALGINAV. The TCR CDR3 sequence is CASRTSGTYEQYF. Result: 0 (the TCR does not bind to the epitope). (5) The epitope is LLSAGIFGA. The TCR CDR3 sequence is CASSLGWGYNEQFF. Result: 0 (the TCR does not bind to the epitope). (6) The epitope is DATYQRTRALVR. The TCR CDR3 sequence is CASSSQGDTQYF. Result: 0 (the TCR does not bind to the epitope). (7) The epitope is TPRVTGGGAM. The TCR CDR3 sequence is CASSFRDRGHYEQYF. Result: 1 (the TCR binds to the epitope). (8) The epitope is MMISAGFSL. The TCR CDR3 sequence is CASSLGGTDNEQFF. Result: 0 (the TCR does not bind to the epitope). (9) The epitope is KLVALGINAV. The TCR CDR3 sequence is CAISGQAVSTDTQYF. Result: 1 (the TCR binds to the epitope).